From a dataset of Tox21: 12 toxicity assays (nuclear receptors and stress response pathways). Binary classification across 12 toxicity assays. (1) The molecule is Cc1cccc(/N=N/c2ccc(N(C)C)cc2)c1. It tested positive (active) for: NR-AR (Androgen Receptor agonist activity), NR-AhR (Aryl hydrocarbon Receptor agonist activity), NR-ER (Estrogen Receptor agonist activity), SR-ARE (Antioxidant Response Element (oxidative stress)), SR-ATAD5 (ATAD5 genotoxicity (DNA damage)), and SR-MMP (Mitochondrial Membrane Potential disruption). (2) It tested positive (active) for: NR-ER (Estrogen Receptor agonist activity). The compound is O=S(O)CO[Na]. (3) The compound is COc1cc([C@@H]2c3cc4c(cc3C(O[C@@H]3O[C@@H]5CO[C@@H](C)O[C@H]5[C@H](O)[C@H]3O)C3COC(=O)[C@@H]32)OCO4)cc(OC)c1O. It tested positive (active) for: SR-HSE (Heat Shock Element response), and SR-p53 (p53 tumor suppressor activation). (4) The drug is N#CSCc1ccccc1. It tested positive (active) for: SR-p53 (p53 tumor suppressor activation). (5) The compound is CC(Cc1ccccc1)NCc1ccccc1Cl. It tested positive (active) for: NR-ER (Estrogen Receptor agonist activity). (6) The compound is CC(C)COC(=O)OCN1C(=O)CN(CCN2CC(=O)N(COC(=O)OCC(C)C)C(=O)C2)CC1=O. It tested positive (active) for: SR-p53 (p53 tumor suppressor activation). (7) The compound is Cc1nn(C)c(Oc2ccccc2)c1/C=N/OCc1ccc(C(=O)OC(C)(C)C)cc1. It tested positive (active) for: SR-ARE (Antioxidant Response Element (oxidative stress)).